This data is from Forward reaction prediction with 1.9M reactions from USPTO patents (1976-2016). The task is: Predict the product of the given reaction. Given the reactants [NH2:1][C:2]1[C:11]2[N:12]=[C:13]([CH2:31][CH2:32][O:33][CH3:34])[N:14]([CH2:15][CH2:16][CH2:17][NH:18][CH2:19][C:20]3[CH:25]=[CH:24][C:23]([CH2:26][C:27]([O:29][CH3:30])=[O:28])=[CH:22][CH:21]=3)[C:10]=2[C:9]2[CH:8]=[CH:7][CH:6]=[CH:5][C:4]=2[N:3]=1.[N:35]1([CH2:41][CH2:42][C:43](O)=[O:44])[CH2:40][CH2:39][CH2:38][CH2:37][CH2:36]1.CN(C(ON1N=NC2C=CC=NC1=2)=[N+](C)C)C.F[P-](F)(F)(F)(F)F.CO, predict the reaction product. The product is: [NH2:1][C:2]1[C:11]2[N:12]=[C:13]([CH2:31][CH2:32][O:33][CH3:34])[N:14]([CH2:15][CH2:16][CH2:17][N:18]([CH2:19][C:20]3[CH:21]=[CH:22][C:23]([CH2:26][C:27]([O:29][CH3:30])=[O:28])=[CH:24][CH:25]=3)[C:43](=[O:44])[CH2:42][CH2:41][N:35]3[CH2:40][CH2:39][CH2:38][CH2:37][CH2:36]3)[C:10]=2[C:9]2[CH:8]=[CH:7][CH:6]=[CH:5][C:4]=2[N:3]=1.